From a dataset of Reaction yield outcomes from USPTO patents with 853,638 reactions. Predict the reaction yield, written as a fraction of the theoretical maximum amount of product (1.0 means a 100% yield; for example, 0.34 means a 34% yield). (1) The reactants are [CH3:1][CH:2]([CH2:4][C:5](=O)[CH2:6][CH2:7][CH3:8])[CH3:3].C([O-])(=O)C.[NH4+].C([BH3-])#[N:16].[Na+]. The catalyst is CO. The product is [CH3:1][CH:2]([CH2:4][CH:5]([NH2:16])[CH2:6][CH2:7][CH3:8])[CH3:3]. The yield is 0.770. (2) The reactants are Br[C:2]1[CH:3]=[C:4]([N:8]2[C:16]3[CH:15]=[C:14]([N:17]4[CH2:21][CH2:20][CH2:19][CH2:18]4)[N:13]=[CH:12][C:11]=3[C:10]([C:22]([NH2:24])=[O:23])=[N:9]2)[CH:5]=[CH:6][CH:7]=1.[C:25]([C@:27]1([OH:34])[CH2:31][CH2:30][N:29]([CH3:32])[C:28]1=[O:33])#[CH:26]. No catalyst specified. The product is [OH:34][C@@:27]1([C:25]#[C:26][C:2]2[CH:3]=[C:4]([N:8]3[C:16]4[CH:15]=[C:14]([N:17]5[CH2:18][CH2:19][CH2:20][CH2:21]5)[N:13]=[CH:12][C:11]=4[C:10]([C:22]([NH2:24])=[O:23])=[N:9]3)[CH:5]=[CH:6][CH:7]=2)[CH2:31][CH2:30][N:29]([CH3:32])[C:28]1=[O:33]. The yield is 0.230.